This data is from Retrosynthesis with 50K atom-mapped reactions and 10 reaction types from USPTO. The task is: Predict the reactants needed to synthesize the given product. (1) Given the product COc1ccc(NC(=O)c2cccc(S(F)(F)(F)(F)F)c2)cc1-n1ccn2nc(-c3cccnc3)cc12, predict the reactants needed to synthesize it. The reactants are: COc1ccc(N)cc1-n1ccn2nc(-c3cccnc3)cc12.O=C(O)c1cccc(S(F)(F)(F)(F)F)c1. (2) Given the product OCc1ccc(Cl)c(OCc2ccccc2)c1, predict the reactants needed to synthesize it. The reactants are: COC(=O)c1ccc(Cl)c(OCc2ccccc2)c1. (3) Given the product O=C(C[C@@H]1Cc2ccc(OCCc3cn4c(n3)NCCC4)cc2CN(CC(F)(F)F)C1=O)OCCN1CCOCC1, predict the reactants needed to synthesize it. The reactants are: CC(C)(C)OC(=O)N1CCCn2cc(CCOc3ccc4c(c3)CN(CC(F)(F)F)C(=O)[C@H](CC(=O)OCCN3CCOCC3)C4)nc21.